Dataset: Forward reaction prediction with 1.9M reactions from USPTO patents (1976-2016). Task: Predict the product of the given reaction. (1) Given the reactants [Cl:1][C:2]1[CH:3]=[C:4]([CH:31]=[CH:32][CH:33]=1)[CH2:5][O:6][C:7]1[N:12]=[CH:11][C:10]([NH:13][C:14]2[C:23]3[C:18](=[CH:19][C:20]([O:26][CH2:27][CH2:28][CH2:29]Cl)=[C:21]([O:24][CH3:25])[CH:22]=3)[N:17]=[CH:16][N:15]=2)=[CH:9][CH:8]=1.[NH2:34][C:35]([CH3:40])([CH3:39])[CH2:36][CH2:37][OH:38].[I-].[K+].N, predict the reaction product. The product is: [NH3:12].[Cl:1][C:2]1[CH:3]=[C:4]([CH:31]=[CH:32][CH:33]=1)[CH2:5][O:6][C:7]1[N:12]=[CH:11][C:10]([NH:13][C:14]2[C:23]3[C:18](=[CH:19][C:20]([O:26][CH2:27][CH2:28][CH2:29][NH:34][C:35]([CH3:40])([CH3:39])[CH2:36][CH2:37][OH:38])=[C:21]([O:24][CH3:25])[CH:22]=3)[N:17]=[CH:16][N:15]=2)=[CH:9][CH:8]=1. (2) Given the reactants [N:1]1[C:10]2[C:5](=[CH:6][CH:7]=[CH:8][CH:9]=2)[C:4]([OH:11])=[N:3][CH:2]=1.C([O-])([O-])=O.[Cs+].[Cs+].Br[CH2:19][CH2:20][CH2:21][CH2:22][CH2:23][O:24][C:25]1[C:26](=[O:33])[CH:27]=[C:28]([CH2:31][OH:32])[O:29][CH:30]=1.O, predict the reaction product. The product is: [N:1]1[C:10]2[C:5](=[CH:6][CH:7]=[CH:8][CH:9]=2)[C:4]([O:11][CH2:19][CH2:20][CH2:21][CH2:22][CH2:23][O:24][C:25]2[C:26](=[O:33])[CH:27]=[C:28]([CH2:31][OH:32])[O:29][CH:30]=2)=[N:3][CH:2]=1. (3) Given the reactants C(OC([N:8]1[CH2:13][CH2:12][NH:11][CH2:10][CH:9]1[CH3:14])=O)(C)(C)C.C(O[C:19](=[O:21])[CH3:20])(=O)C.C(Cl)[Cl:23], predict the reaction product. The product is: [ClH:23].[CH3:14][CH:9]1[NH:8][CH2:13][CH2:12][N:11]([C:19](=[O:21])[CH3:20])[CH2:10]1.